This data is from Full USPTO retrosynthesis dataset with 1.9M reactions from patents (1976-2016). The task is: Predict the reactants needed to synthesize the given product. (1) Given the product [F:36][C:33]1[CH:32]=[CH:31][C:30]([C:8]2[C:5]3[CH:6]=[N:7][C:2]([NH:38][C:37](=[O:44])[O:39][C:40]([CH3:43])([CH3:42])[CH3:41])=[CH:3][C:4]=3[N:10]([C:11]([C:24]3[CH:25]=[CH:26][CH:27]=[CH:28][CH:29]=3)([C:12]3[CH:13]=[CH:14][CH:15]=[CH:16][CH:17]=3)[C:18]3[CH:19]=[CH:20][CH:21]=[CH:22][CH:23]=3)[N:9]=2)=[CH:35][CH:34]=1, predict the reactants needed to synthesize it. The reactants are: Cl[C:2]1[N:7]=[CH:6][C:5]2[C:8]([C:30]3[CH:35]=[CH:34][C:33]([F:36])=[CH:32][CH:31]=3)=[N:9][N:10]([C:11]([C:24]3[CH:29]=[CH:28][CH:27]=[CH:26][CH:25]=3)([C:18]3[CH:23]=[CH:22][CH:21]=[CH:20][CH:19]=3)[C:12]3[CH:17]=[CH:16][CH:15]=[CH:14][CH:13]=3)[C:4]=2[CH:3]=1.[C:37](=[O:44])([O:39][C:40]([CH3:43])([CH3:42])[CH3:41])[NH2:38].CC(C)([O-])C.[K+]. (2) Given the product [CH2:1]([N:3]([CH2:27][CH:28]1[CH2:32][CH2:31][CH2:30][O:29]1)[C:4]1[C:5]2[CH2:26][N:25]([CH2:34][CH2:33][OH:35])[CH2:24][CH2:23][C:6]=2[N:7]=[C:8]([NH:10][C:11]2[CH:12]=[CH:13][C:14]([N:17]3[CH:21]=[CH:20][N:19]=[C:18]3[CH3:22])=[CH:15][CH:16]=2)[N:9]=1)[CH3:2], predict the reactants needed to synthesize it. The reactants are: [CH2:1]([N:3]([CH2:27][CH:28]1[CH2:32][CH2:31][CH2:30][O:29]1)[C:4]1[C:5]2[CH2:26][NH:25][CH2:24][CH2:23][C:6]=2[N:7]=[C:8]([NH:10][C:11]2[CH:16]=[CH:15][C:14]([N:17]3[CH:21]=[CH:20][N:19]=[C:18]3[CH3:22])=[CH:13][CH:12]=2)[N:9]=1)[CH3:2].[C:33](O)(=[O:35])[CH3:34].C(O)C=O.C([BH3-])#N.[Na+]. (3) Given the product [CH3:1][O:2][C:3]1[CH:10]=[C:9]([O:11][CH3:12])[CH:8]=[CH:7][C:4]=1[CH2:5][NH:13][CH2:14][C@H:15]([OH:17])[CH3:16], predict the reactants needed to synthesize it. The reactants are: [CH3:1][O:2][C:3]1[CH:10]=[C:9]([O:11][CH3:12])[CH:8]=[CH:7][C:4]=1[CH:5]=O.[NH2:13][CH2:14][C@H:15]([OH:17])[CH3:16].C(O)(=O)C.C(O[BH-](OC(=O)C)OC(=O)C)(=O)C.[Na+].[OH-].[Na+]. (4) The reactants are: C(OC([N:8]1[CH2:17][CH2:16][C:15]2[NH:14][N:13]=[C:12]([C:18]3[CH:23]=[CH:22][C:21]([Cl:24])=[CH:20][CH:19]=3)[C:11]=2[CH2:10][CH2:9]1)=O)(C)(C)C.[CH3:25][C:26]1[CH:33]=[CH:32][CH:31]=[CH:30][C:27]=1[CH2:28]Cl.C(OC(N1CCC2C(=C(C3C=CC(Cl)=CC=3)N(CC3C=CC=CC=3C)N=2)CC1)=O)(C)(C)C. Given the product [Cl:24][C:21]1[CH:20]=[CH:19][C:18]([C:12]2[C:11]3[CH2:10][CH2:9][NH:8][CH2:17][CH2:16][C:15]=3[N:14]([CH2:25][C:26]3[CH:33]=[CH:32][CH:31]=[CH:30][C:27]=3[CH3:28])[N:13]=2)=[CH:23][CH:22]=1, predict the reactants needed to synthesize it. (5) The reactants are: Br[C:2]1[C:10]2[C:5](=[CH:6][CH:7]=[C:8]([C:11]3[N:15]=[CH:14][N:13]([C:16]([C:29]4[CH:34]=[CH:33][CH:32]=[CH:31][CH:30]=4)([C:23]4[CH:28]=[CH:27][CH:26]=[CH:25][CH:24]=4)[C:17]4[CH:22]=[CH:21][CH:20]=[CH:19][CH:18]=4)[N:12]=3)[CH:9]=2)[N:4]([CH:35]2[CH2:40][CH2:39][CH2:38][CH2:37][O:36]2)[N:3]=1.[N:41]1([CH2:46][CH2:47][O:48][C:49]2[CH:50]=[C:51]3[C:56](=[CH:57][CH:58]=2)[CH:55]=[C:54](B(O)O)[CH:53]=[CH:52]3)[CH2:45][CH2:44][CH2:43][CH2:42]1. Given the product [N:41]1([CH2:46][CH2:47][O:48][C:49]2[CH:50]=[C:51]3[C:56](=[CH:57][CH:58]=2)[CH:55]=[C:54]([C:2]2[C:10]4[C:5](=[CH:6][CH:7]=[C:8]([C:11]5[N:15]=[CH:14][N:13]([C:16]([C:29]6[CH:34]=[CH:33][CH:32]=[CH:31][CH:30]=6)([C:23]6[CH:28]=[CH:27][CH:26]=[CH:25][CH:24]=6)[C:17]6[CH:22]=[CH:21][CH:20]=[CH:19][CH:18]=6)[N:12]=5)[CH:9]=4)[N:4]([CH:35]4[CH2:40][CH2:39][CH2:38][CH2:37][O:36]4)[N:3]=2)[CH:53]=[CH:52]3)[CH2:45][CH2:44][CH2:43][CH2:42]1, predict the reactants needed to synthesize it. (6) Given the product [CH:1]1([C:7]2[CH:21]=[CH:20][C:10]([O:11][CH2:12][C:13]3([CH3:19])[O:17][C:16]4=[N:18][C:22](=[O:25])[CH:23]=[CH:24][N:15]4[CH2:14]3)=[CH:9][CH:8]=2)[CH2:2][CH2:3][CH2:4][CH2:5][CH2:6]1, predict the reactants needed to synthesize it. The reactants are: [CH:1]1([C:7]2[CH:21]=[CH:20][C:10]([O:11][CH2:12][C:13]3([CH3:19])[O:17][C:16](=[NH:18])[NH:15][CH2:14]3)=[CH:9][CH:8]=2)[CH2:6][CH2:5][CH2:4][CH2:3][CH2:2]1.[C:22](OCC)(=[O:25])[C:23]#[CH:24].C(O)C. (7) Given the product [OH:27][N:26]=[C:9]([CH:11]1[CH2:16][CH2:15][N:14]([CH2:17][C:18]2[C:19](=[O:24])[NH:20][CH:21]=[CH:22][N:23]=2)[CH2:13][CH2:12]1)[CH2:8][C:3]1[CH:4]=[CH:5][CH:6]=[CH:7][C:2]=1[F:1], predict the reactants needed to synthesize it. The reactants are: [F:1][C:2]1[CH:7]=[CH:6][CH:5]=[CH:4][C:3]=1[CH2:8][C:9]([CH:11]1[CH2:16][CH2:15][N:14]([CH2:17][C:18]2[C:19](=[O:24])[NH:20][CH:21]=[CH:22][N:23]=2)[CH2:13][CH2:12]1)=O.Cl.[NH2:26][OH:27].C(=O)([O-])[O-].[Na+].[Na+].[Cl-].[NH4+]. (8) Given the product [C:28]([O:32][C:33]([N:35]1[C:44]2[C:39](=[CH:40][CH:41]=[C:42]([CH:45]([CH:51]=[CH:10][C:7]3[CH:6]=[CH:5][C:4]([C:3]([O:2][CH3:1])=[O:17])=[CH:9][CH:8]=3)[CH2:46][CH2:47][CH2:48][CH2:49][CH3:50])[CH:43]=2)[C:38]([CH3:53])([CH3:54])[CH2:37][CH2:36]1)=[O:34])([CH3:31])([CH3:30])[CH3:29], predict the reactants needed to synthesize it. The reactants are: [CH3:1][O:2][C:3](=[O:17])[C:4]1[CH:9]=[CH:8][C:7]([CH2:10]P(OC)(OC)=O)=[CH:6][CH:5]=1.C[Si]([N-][Si](C)(C)C)(C)C.[Li+].[C:28]([O:32][C:33]([N:35]1[C:44]2[C:39](=[CH:40][CH:41]=[C:42]([CH:45]([CH:51]=O)[CH2:46][CH2:47][CH2:48][CH2:49][CH3:50])[CH:43]=2)[C:38]([CH3:54])([CH3:53])[CH2:37][CH2:36]1)=[O:34])([CH3:31])([CH3:30])[CH3:29]. (9) Given the product [F:36][C:13]([F:35])([C:14]1[C:19]([F:20])=[CH:18][N:17]=[C:16]([NH:21][C:22]2[CH:23]=[CH:24][C:25]([N:28]3[CH2:33][CH2:32][N:31]([CH3:34])[CH2:30][CH2:29]3)=[CH:26][CH:27]=2)[N:15]=1)[C:9]1[CH:8]=[C:7]([NH:6][C:1](=[O:4])[CH:2]=[CH2:3])[CH:12]=[CH:11][CH:10]=1, predict the reactants needed to synthesize it. The reactants are: [C:1](Cl)(=[O:4])[CH:2]=[CH2:3].[NH2:6][C:7]1[CH:8]=[C:9]([C:13]([F:36])([F:35])[C:14]2[C:19]([F:20])=[CH:18][N:17]=[C:16]([NH:21][C:22]3[CH:27]=[CH:26][C:25]([N:28]4[CH2:33][CH2:32][N:31]([CH3:34])[CH2:30][CH2:29]4)=[CH:24][CH:23]=3)[N:15]=2)[CH:10]=[CH:11][CH:12]=1.C(N(C(C)C)CC)(C)C.Cl. (10) Given the product [F:1][C:2]1[CH:7]=[C:6]([I:27])[CH:5]=[CH:4][C:3]=1[NH:12][C:13]1[C:14]([N+:24]([O-:26])=[O:25])=[C:15]2[S:23][CH2:22][CH2:21][N:16]2[C:17](=[O:20])[C:18]=1[CH3:19], predict the reactants needed to synthesize it. The reactants are: [F:1][C:2]1[CH:7]=[C:6]([Si](C)(C)C)[CH:5]=[CH:4][C:3]=1[NH:12][C:13]1[C:14]([N+:24]([O-:26])=[O:25])=[C:15]2[S:23][CH2:22][CH2:21][N:16]2[C:17](=[O:20])[C:18]=1[CH3:19].[I:27]Cl.C(OC(=O)C)C.